Dataset: Catalyst prediction with 721,799 reactions and 888 catalyst types from USPTO. Task: Predict which catalyst facilitates the given reaction. (1) Reactant: [F:1][C:2]([F:16])([C:8]1[CH:13]=[CH:12][C:11](=[O:14])[N:10]([CH3:15])[N:9]=1)[C:3]([O:5]CC)=[O:4].CO.O.O.[OH-].[Li+]. Product: [F:16][C:2]([F:1])([C:8]1[CH:13]=[CH:12][C:11](=[O:14])[N:10]([CH3:15])[N:9]=1)[C:3]([OH:5])=[O:4]. The catalyst class is: 7. (2) Reactant: [F:1][C:2]1[CH:14]=[C:13]([N+:15]([O-])=O)[CH:12]=[CH:11][C:3]=1[C:4]([NH:6][CH2:7][C:8]([OH:10])=[O:9])=[O:5].C([O-])=O.[NH4+]. Product: [NH2:15][C:13]1[CH:12]=[CH:11][C:3]([C:4]([NH:6][CH2:7][C:8]([OH:10])=[O:9])=[O:5])=[C:2]([F:1])[CH:14]=1. The catalyst class is: 284. (3) Reactant: C([Li])CCC.[F:6][C:7]([F:22])([F:21])[C:8]([C:17]([F:20])([F:19])[F:18])([OH:16])[CH2:9][CH2:10][CH2:11][C:12]([CH3:15])([OH:14])[CH3:13].[C:23](Cl)(=[O:27])[C:24]([CH3:26])=[CH2:25]. Product: [C:23]([O:14][C:12]([CH3:13])([CH3:15])[CH2:11][CH2:10][CH2:9][C:8]([C:17]([F:18])([F:19])[F:20])([OH:16])[C:7]([F:21])([F:22])[F:6])(=[O:27])[C:24]([CH3:26])=[CH2:25]. The catalyst class is: 7.